Dataset: Reaction yield outcomes from USPTO patents with 853,638 reactions. Task: Predict the reaction yield, written as a fraction of the theoretical maximum amount of product (1.0 means a 100% yield; for example, 0.34 means a 34% yield). The reactants are [F:1][C:2]1[CH:7]=[CH:6][C:5]([CH:8]2[N:12]([S:13]([C:16]3[CH:21]=[CH:20][C:19]([CH3:22])=[CH:18][CH:17]=3)(=[O:15])=[O:14])[CH:11]([C:23]#[N:24])[CH2:10][CH2:9]2)=[CH:4][CH:3]=1.[N-:25]=[N+:26]=[N-:27].[Na+].Cl.C(N(CC)CC)C.Cl. The catalyst is CN(C=O)C.O. The product is [F:1][C:2]1[CH:3]=[CH:4][C:5]([CH:8]2[N:12]([S:13]([C:16]3[CH:17]=[CH:18][C:19]([CH3:22])=[CH:20][CH:21]=3)(=[O:15])=[O:14])[CH:11]([C:23]3[N:25]=[N:26][NH:27][N:24]=3)[CH2:10][CH2:9]2)=[CH:6][CH:7]=1. The yield is 0.930.